Dataset: Full USPTO retrosynthesis dataset with 1.9M reactions from patents (1976-2016). Task: Predict the reactants needed to synthesize the given product. (1) Given the product [S:29]1[C:25]2[CH:24]=[C:23]([CH2:22][N:18]3[CH2:19][CH2:20][CH2:21][CH:16]([C:14]4[CH:15]=[C:10]([CH:5]([CH2:6][CH:7]([CH3:9])[CH3:8])[C:4]([OH:42])=[O:3])[CH:11]=[C:12]([C:32]5[CH:37]=[CH:36][C:35]([C:38]([F:40])([F:41])[F:39])=[CH:34][CH:33]=5)[CH:13]=4)[CH2:17]3)[CH:31]=[CH:30][C:26]=2[N:27]=[N:28]1, predict the reactants needed to synthesize it. The reactants are: C([O:3][C:4](=[O:42])[CH:5]([C:10]1[CH:11]=[C:12]([C:32]2[CH:37]=[CH:36][C:35]([C:38]([F:41])([F:40])[F:39])=[CH:34][CH:33]=2)[CH:13]=[C:14]([CH:16]2[CH2:21][CH2:20][CH2:19][N:18]([CH2:22][C:23]3[CH:31]=[CH:30][C:26]4[N:27]=[N:28][S:29][C:25]=4[CH:24]=3)[CH2:17]2)[CH:15]=1)[CH2:6][CH:7]([CH3:9])[CH3:8])C.[OH-].[K+]. (2) The reactants are: Cl[C:2]1[O:3][C:4]([C:7]2[CH:12]=[CH:11][CH:10]=[CH:9][CH:8]=2)=[CH:5][N:6]=1.[F:13][C:14]([F:33])([F:32])[C:15]1[CH:16]=[C:17]([N:21]2[CH2:26][CH2:25][N:24]([CH2:27][CH2:28][CH2:29][CH2:30]N)[CH2:23][CH2:22]2)[CH:18]=[CH:19][CH:20]=1.C([N:36](CC)CC)C. Given the product [F:33][C:14]([F:13])([F:32])[C:15]1[CH:16]=[C:17]([N:21]2[CH2:22][CH2:23][N:24]([CH2:27][CH2:28][CH2:29][CH2:30][C:2]3[O:3][C:4]([C:7]4[CH:12]=[CH:11][CH:10]=[CH:9][CH:8]=4)=[C:5]([NH2:36])[N:6]=3)[CH2:25][CH2:26]2)[CH:18]=[CH:19][CH:20]=1, predict the reactants needed to synthesize it. (3) Given the product [CH3:18][O:17][N:16]([CH3:15])[C:9]([C:6]1[CH:7]=[N:8][C:3]([C:2]([F:13])([F:12])[F:1])=[CH:4][CH:5]=1)=[O:10], predict the reactants needed to synthesize it. The reactants are: [F:1][C:2]([F:13])([F:12])[C:3]1[N:8]=[CH:7][C:6]([C:9](O)=[O:10])=[CH:5][CH:4]=1.Cl.[CH3:15][NH:16][O:17][CH3:18].CCN(C(C)C)C(C)C.F[P-](F)(F)(F)(F)F.N1(O[P+](N(C)C)(N(C)C)N(C)C)C2C=CC=CC=2N=N1. (4) Given the product [CH3:13][C@@H:14]1[CH2:15][N:16]([C:2]2[CH:3]=[CH:4][C:5]3[S:10][CH2:9][C:8](=[O:11])[NH:7][C:6]=3[CH:12]=2)[C@H:17]([C:20]2[CH:21]=[CH:22][CH:23]=[CH:24][CH:25]=2)[CH2:18][O:19]1, predict the reactants needed to synthesize it. The reactants are: Br[C:2]1[CH:3]=[CH:4][C:5]2[S:10][CH2:9][C:8](=[O:11])[NH:7][C:6]=2[CH:12]=1.[CH3:13][C@H:14]1[O:19][CH2:18][C@@H:17]([C:20]2[CH:25]=[CH:24][CH:23]=[CH:22][CH:21]=2)[NH:16][CH2:15]1. (5) Given the product [Si:18]([O:17][CH2:16][C@@H:15]([N:9]1[C:10]2[C:5](=[CH:4][C:3]([CH2:2][O:43][C:36]3[C:35]([F:34])=[CH:40][C:39]([F:41])=[CH:38][C:37]=3[F:42])=[C:12]([O:13][CH3:14])[N:11]=2)[C:6](=[O:33])[C:7]([C:28]([O:30][CH2:31][CH3:32])=[O:29])=[CH:8]1)[CH:25]([CH3:26])[CH3:27])([C:21]([CH3:23])([CH3:22])[CH3:24])([CH3:19])[CH3:20], predict the reactants needed to synthesize it. The reactants are: Br[CH2:2][C:3]1[CH:4]=[C:5]2[C:10](=[N:11][C:12]=1[O:13][CH3:14])[N:9]([C@@H:15]([CH:25]([CH3:27])[CH3:26])[CH2:16][O:17][Si:18]([C:21]([CH3:24])([CH3:23])[CH3:22])([CH3:20])[CH3:19])[CH:8]=[C:7]([C:28]([O:30][CH2:31][CH3:32])=[O:29])[C:6]2=[O:33].[F:34][C:35]1[CH:40]=[C:39]([F:41])[CH:38]=[C:37]([F:42])[C:36]=1[OH:43].[H-].[Na+].Cl. (6) The reactants are: [NH2:1][C:2]1[S:3][C:4]([C:8]([OH:10])=O)=[C:5]([CH3:7])[N:6]=1.C(N(C(C)C)CC)(C)C.Cl.CN(C)CCCN=C=NCC.O.ON1C2C=CC=CC=2N=N1.[CH2:43]([NH2:50])[C:44]1[CH:49]=[CH:48][CH:47]=[CH:46][CH:45]=1. Given the product [CH2:43]([NH:50][C:8]([C:4]1[S:3][C:2]([NH2:1])=[N:6][C:5]=1[CH3:7])=[O:10])[C:44]1[CH:49]=[CH:48][CH:47]=[CH:46][CH:45]=1, predict the reactants needed to synthesize it.